This data is from Peptide-MHC class II binding affinity with 134,281 pairs from IEDB. The task is: Regression. Given a peptide amino acid sequence and an MHC pseudo amino acid sequence, predict their binding affinity value. This is MHC class II binding data. (1) The MHC is HLA-DQA10201-DQB10202 with pseudo-sequence HLA-DQA10201-DQB10202. The peptide sequence is GWYLVAATAAAATLR. The binding affinity (normalized) is 0.359. (2) The peptide sequence is TTVLDFHPGAGKTRR. The MHC is HLA-DQA10303-DQB10402 with pseudo-sequence HLA-DQA10303-DQB10402. The binding affinity (normalized) is 0.306. (3) The peptide sequence is LVGPTPVNIIGRDLLTQIGC. The MHC is HLA-DPA10103-DPB10401 with pseudo-sequence HLA-DPA10103-DPB10401. The binding affinity (normalized) is 0.0794. (4) The peptide sequence is AFKVAATAANAAPANY. The MHC is HLA-DPA10103-DPB10401 with pseudo-sequence HLA-DPA10103-DPB10401. The binding affinity (normalized) is 0.0518. (5) The peptide sequence is SWEYWGAQLNAMKPD. The MHC is DRB1_0401 with pseudo-sequence DRB1_0401. The binding affinity (normalized) is 0.624. (6) The peptide sequence is TKVTFHVVGVGPLLH. The MHC is HLA-DPA10103-DPB10401 with pseudo-sequence HLA-DPA10103-DPB10401. The binding affinity (normalized) is 0.320. (7) The peptide sequence is NLARTISEAGQAMAS. The MHC is HLA-DPA10201-DPB10501 with pseudo-sequence HLA-DPA10201-DPB10501. The binding affinity (normalized) is 0.0510.